This data is from Cav3 T-type calcium channel HTS with 100,875 compounds. The task is: Binary Classification. Given a drug SMILES string, predict its activity (active/inactive) in a high-throughput screening assay against a specified biological target. (1) The drug is o1c2c(nc1/N=C(\NC(=O)c1c(NC(=O)c3ccccc3)cccc1)N)cccc2. The result is 0 (inactive). (2) The compound is Clc1c(/C=C\c2nc(=O)[nH]c(c2)C(F)(F)F)cc([N+]([O-])=O)cc1. The result is 0 (inactive). (3) The compound is Fc1c(N2CCN(CC2)Cc2n(c3c(n2)n(c(=O)n(c3=O)C)C)CCCc2ccccc2)cccc1. The result is 0 (inactive). (4) The molecule is S(=O)(=O)(Nc1ccc(cc1)C(OCC)=O)C. The result is 0 (inactive). (5) The molecule is S(Cc1noc(c1C(=O)NCCCN1CCOCC1)C(=O)NCCCN1CCOCC1)c1cc(cc(c1)C)C. The result is 0 (inactive).